This data is from NCI-60 drug combinations with 297,098 pairs across 59 cell lines. The task is: Regression. Given two drug SMILES strings and cell line genomic features, predict the synergy score measuring deviation from expected non-interaction effect. (1) Drug 1: CC1=C(C=C(C=C1)C(=O)NC2=CC(=CC(=C2)C(F)(F)F)N3C=C(N=C3)C)NC4=NC=CC(=N4)C5=CN=CC=C5. Drug 2: C1C(C(OC1N2C=NC3=C2NC=NCC3O)CO)O. Cell line: NCI-H322M. Synergy scores: CSS=0.192, Synergy_ZIP=1.21, Synergy_Bliss=2.51, Synergy_Loewe=0.158, Synergy_HSA=0.497. (2) Drug 1: CC12CCC3C(C1CCC2=O)CC(=C)C4=CC(=O)C=CC34C. Drug 2: C1=NC(=NC(=O)N1C2C(C(C(O2)CO)O)O)N. Cell line: SN12C. Synergy scores: CSS=25.1, Synergy_ZIP=-0.474, Synergy_Bliss=2.04, Synergy_Loewe=1.40, Synergy_HSA=2.88. (3) Drug 1: CN1CCC(CC1)COC2=C(C=C3C(=C2)N=CN=C3NC4=C(C=C(C=C4)Br)F)OC. Drug 2: C1=NC2=C(N=C(N=C2N1C3C(C(C(O3)CO)O)F)Cl)N. Cell line: MALME-3M. Synergy scores: CSS=36.3, Synergy_ZIP=1.81, Synergy_Bliss=3.28, Synergy_Loewe=-14.4, Synergy_HSA=2.95. (4) Drug 1: CS(=O)(=O)OCCCCOS(=O)(=O)C. Drug 2: COC1=C2C(=CC3=C1OC=C3)C=CC(=O)O2. Cell line: PC-3. Synergy scores: CSS=-2.19, Synergy_ZIP=1.30, Synergy_Bliss=1.97, Synergy_Loewe=0.320, Synergy_HSA=-2.02. (5) Drug 1: COC1=NC(=NC2=C1N=CN2C3C(C(C(O3)CO)O)O)N. Drug 2: CCC1(C2=C(COC1=O)C(=O)N3CC4=CC5=C(C=CC(=C5CN(C)C)O)N=C4C3=C2)O.Cl. Cell line: OVCAR3. Synergy scores: CSS=11.2, Synergy_ZIP=-2.12, Synergy_Bliss=-1.01, Synergy_Loewe=-20.9, Synergy_HSA=-3.44. (6) Synergy scores: CSS=52.3, Synergy_ZIP=-0.214, Synergy_Bliss=1.90, Synergy_Loewe=-1.54, Synergy_HSA=-1.03. Drug 2: CN(CC1=CN=C2C(=N1)C(=NC(=N2)N)N)C3=CC=C(C=C3)C(=O)NC(CCC(=O)O)C(=O)O. Drug 1: CC1=C(N=C(N=C1N)C(CC(=O)N)NCC(C(=O)N)N)C(=O)NC(C(C2=CN=CN2)OC3C(C(C(C(O3)CO)O)O)OC4C(C(C(C(O4)CO)O)OC(=O)N)O)C(=O)NC(C)C(C(C)C(=O)NC(C(C)O)C(=O)NCCC5=NC(=CS5)C6=NC(=CS6)C(=O)NCCC[S+](C)C)O. Cell line: OVCAR3.